This data is from Full USPTO retrosynthesis dataset with 1.9M reactions from patents (1976-2016). The task is: Predict the reactants needed to synthesize the given product. (1) Given the product [Cl:1][C:2]1[CH:10]=[C:9]2[C:5](/[C:6](=[CH:17]/[C:16]3[CH:19]=[CH:20][CH:21]=[C:14]([Cl:13])[C:15]=3[F:22])/[C:7](=[O:11])[NH:8]2)=[CH:4][C:3]=1[F:12], predict the reactants needed to synthesize it. The reactants are: [Cl:1][C:2]1[CH:10]=[C:9]2[C:5]([CH2:6][C:7](=[O:11])[NH:8]2)=[CH:4][C:3]=1[F:12].[Cl:13][C:14]1[C:15]([F:22])=[C:16]([CH:19]=[CH:20][CH:21]=1)[CH:17]=O.N1CCCCC1. (2) Given the product [CH3:38][C:25]1[CH:26]=[C:27]([O:30][C:31]2[CH:36]=[CH:35][CH:34]=[C:33]([O:18][C:9]3[CH:10]=[C:11]([C:14]([F:15])([F:16])[F:17])[CH:12]=[CH:13][C:8]=3[O:1][C:2]3[CH:3]=[CH:4][CH:5]=[CH:6][CH:7]=3)[CH:32]=2)[CH:28]=[CH:29][C:24]=1[CH2:23][CH2:22][C:21]([OH:39])=[O:20], predict the reactants needed to synthesize it. The reactants are: [O:1]([C:8]1[CH:13]=[CH:12][C:11]([C:14]([F:17])([F:16])[F:15])=[CH:10][C:9]=1[OH:18])[C:2]1[CH:7]=[CH:6][CH:5]=[CH:4][CH:3]=1.C[O:20][C:21](=[O:39])[CH2:22][CH2:23][C:24]1[CH:29]=[CH:28][C:27]([O:30][C:31]2[CH:36]=[CH:35][CH:34]=[C:33](Br)[CH:32]=2)=[CH:26][C:25]=1[CH3:38].